Predict the product of the given reaction. From a dataset of Forward reaction prediction with 1.9M reactions from USPTO patents (1976-2016). (1) The product is: [Cl:17][C:12]1[CH:11]=[C:10]([CH2:9][CH2:8][C:5]2[CH:4]=[C:3]3[C:2](=[CH:7][CH:6]=2)[NH:1][C:25]2[C:21]([C:22]([OH:24])=[O:23])=[CH:20][C:28]([N+:29]([O-:31])=[O:30])=[CH:27][C:26]=2[O:18]3)[CH:15]=[CH:14][C:13]=1[Cl:16]. Given the reactants [NH2:1][C:2]1[CH:7]=[CH:6][C:5]([CH2:8][CH2:9][C:10]2[CH:15]=[CH:14][C:13]([Cl:16])=[C:12]([Cl:17])[CH:11]=2)=[CH:4][C:3]=1[OH:18].Cl[C:20]1[C:28]([N+:29]([O-:31])=[O:30])=[CH:27][C:26]([N+]([O-])=O)=[CH:25][C:21]=1[C:22]([OH:24])=[O:23].C([O-])(=O)C.[Na+].[OH-].[Na+].Cl, predict the reaction product. (2) Given the reactants [CH3:1][C:2]1([CH3:12])[CH2:7][CH2:6][CH2:5][CH:4]([C:8]([O:10][CH3:11])=[O:9])[CH2:3]1.C([N-]C(C)C)(C)C.[Li+].Br[CH2:22][CH2:23][O:24][CH3:25], predict the reaction product. The product is: [CH3:25][O:24][CH2:23][CH2:22][C:4]1([C:8]([O:10][CH3:11])=[O:9])[CH2:5][CH2:6][CH2:7][C:2]([CH3:12])([CH3:1])[CH2:3]1.